This data is from Full USPTO retrosynthesis dataset with 1.9M reactions from patents (1976-2016). The task is: Predict the reactants needed to synthesize the given product. (1) Given the product [CH3:24][S:21]([C:18]1[CH:19]=[CH:20][C:15]2[N:14]([CH:11]3[CH2:10][CH2:9][N:8]([C:6]([O:5][C:1]([CH3:4])([CH3:3])[CH3:2])=[O:7])[CH2:13][CH2:12]3)[C:26](=[O:27])[NH:25][C:16]=2[CH:17]=1)(=[O:23])=[O:22], predict the reactants needed to synthesize it. The reactants are: [C:1]([O:5][C:6]([N:8]1[CH2:13][CH2:12][CH:11]([NH:14][C:15]2[CH:20]=[CH:19][C:18]([S:21]([CH3:24])(=[O:23])=[O:22])=[CH:17][C:16]=2[NH2:25])[CH2:10][CH2:9]1)=[O:7])([CH3:4])([CH3:3])[CH3:2].[C:26](N1C=CN=C1)(N1C=CN=C1)=[O:27].O. (2) The reactants are: [Cl:1][C:2]1[N:7]=[C:6]([CH2:8]O)[C:5]([C:10]([OH:13])([CH3:12])[CH3:11])=[CH:4][CH:3]=1.C([Li])CCC.C1(C)C=CC(S(Cl)(=O)=O)=CC=1. Given the product [Cl:1][C:2]1[N:7]=[C:6]2[CH2:8][O:13][C:10]([CH3:11])([CH3:12])[C:5]2=[CH:4][CH:3]=1, predict the reactants needed to synthesize it. (3) Given the product [C:53]([O:57][C:58](=[O:68])[CH2:59][C:60]1[C:65]([CH3:66])=[CH:64][N:63]=[C:62]([N:73]2[CH2:74][CH2:75][N:70]([CH3:69])[CH2:71][CH2:72]2)[CH:61]=1)([CH3:56])([CH3:55])[CH3:54], predict the reactants needed to synthesize it. The reactants are: CC(C)([O-])C.[Na+].C1(P(C2C=CC=CC=2)C2C=CC3C(=CC=CC=3)C=2C2C3C(=CC=CC=3)C=CC=2P(C2C=CC=CC=2)C2C=CC=CC=2)C=CC=CC=1.[C:53]([O:57][C:58](=[O:68])[CH2:59][C:60]1[C:65]([CH3:66])=[CH:64][N:63]=[C:62](Cl)[CH:61]=1)([CH3:56])([CH3:55])[CH3:54].[CH3:69][N:70]1[CH2:75][CH2:74][NH:73][CH2:72][CH2:71]1.[NH4+].[Cl-]. (4) Given the product [CH:1]1([C:4]2[N:8]([C:9]3[CH:14]=[CH:13][CH:12]=[C:11]([C:15]([F:16])([F:18])[F:17])[CH:10]=3)[N:7]=[C:6]([CH3:19])[C:5]=2[C:20]([N:28]2[CH2:29][CH2:30][C@H:31]([N:32]3[CH2:33][CH2:34][CH2:35][CH2:36]3)[C@@H:26]([CH3:25])[CH2:27]2)=[O:21])[CH2:2][CH2:3]1, predict the reactants needed to synthesize it. The reactants are: [CH:1]1([C:4]2[N:8]([C:9]3[CH:14]=[CH:13][CH:12]=[C:11]([C:15]([F:18])([F:17])[F:16])[CH:10]=3)[N:7]=[C:6]([CH3:19])[C:5]=2[C:20](O)=[O:21])[CH2:3][CH2:2]1.Cl.Cl.[CH3:25][C@H:26]1[C@H:31]([N:32]2[CH2:36][CH2:35][CH2:34][CH2:33]2)[CH2:30][CH2:29][NH:28][CH2:27]1. (5) Given the product [Cl:19][C:17]1[CH:16]=[CH:15][C:14]2[N:8]([CH2:7][C:6]([CH3:47])([CH3:48])[CH2:5][OH:4])[C:9](=[O:46])[C@@H:10]([CH2:30][C:31]([NH:33][C:34]3[S:35][C:36]([CH2:39][CH2:40][C:41]([OH:43])=[O:42])=[CH:37][N:38]=3)=[O:32])[O:11][C@H:12]([C:20]3[CH:25]=[CH:24][CH:23]=[C:22]([O:26][CH3:27])[C:21]=3[O:28][CH3:29])[C:13]=2[CH:18]=1, predict the reactants needed to synthesize it. The reactants are: C([O:4][CH2:5][C:6]([CH3:48])([CH3:47])[CH2:7][N:8]1[C:14]2[CH:15]=[CH:16][C:17]([Cl:19])=[CH:18][C:13]=2[C@@H:12]([C:20]2[CH:25]=[CH:24][CH:23]=[C:22]([O:26][CH3:27])[C:21]=2[O:28][CH3:29])[O:11][C@H:10]([CH2:30][C:31]([NH:33][C:34]2[S:35][C:36]([CH2:39][CH2:40][C:41]([O:43]CC)=[O:42])=[CH:37][N:38]=2)=[O:32])[C:9]1=[O:46])(=O)C.[OH-].[Na+].Cl. (6) The reactants are: [Cl:1][C:2]1[CH:3]=[C:4]([CH:26]=[CH:27][C:28]=1[F:29])[NH:5][C:6]1[C:15]2[C:10](=[CH:11][C:12]([O:24][CH3:25])=[CH:13][C:14]=2[O:16][CH2:17][C@@H:18]2[NH:22][CH2:21][C@H:20]([OH:23])[CH2:19]2)[N:9]=[CH:8][N:7]=1.[C:30](O)(=[O:33])[CH2:31][OH:32]. Given the product [Cl:1][C:2]1[CH:3]=[C:4]([CH:26]=[CH:27][C:28]=1[F:29])[NH:5][C:6]1[C:15]2[C:10](=[CH:11][C:12]([O:24][CH3:25])=[CH:13][C:14]=2[O:16][CH2:17][C@@H:18]2[N:22]([C:31](=[O:32])[CH2:30][OH:33])[CH2:21][C@H:20]([OH:23])[CH2:19]2)[N:9]=[CH:8][N:7]=1, predict the reactants needed to synthesize it.